This data is from Full USPTO retrosynthesis dataset with 1.9M reactions from patents (1976-2016). The task is: Predict the reactants needed to synthesize the given product. (1) Given the product [Cl:9][CH2:10][CH2:11][CH2:12][CH2:13][CH2:14][CH2:15][NH:16][C:17]1[C:18]([CH3:34])=[C:19]([CH3:33])[N:20]=[C:21]([O:26][C:27]2[CH:28]=[CH:29][CH:30]=[CH:31][CH:32]=2)[C:22]=1[NH2:23], predict the reactants needed to synthesize it. The reactants are: S(S([O-])=O)([O-])=O.[Na+].[Na+].[Cl:9][CH2:10][CH2:11][CH2:12][CH2:13][CH2:14][CH2:15][NH:16][C:17]1[C:22]([N+:23]([O-])=O)=[C:21]([O:26][C:27]2[CH:32]=[CH:31][CH:30]=[CH:29][CH:28]=2)[N:20]=[C:19]([CH3:33])[C:18]=1[CH3:34].C(O)C.O1CCCC1. (2) Given the product [S:19]1[CH2:18][CH2:17][NH:16][CH:13]1[CH2:12][N:3]1[C:4](=[O:11])[C:5]2[C:10](=[CH:9][CH:8]=[CH:7][CH:6]=2)[C:2]1=[O:1], predict the reactants needed to synthesize it. The reactants are: [O:1]=[C:2]1[C:10]2[C:5](=[CH:6][CH:7]=[CH:8][CH:9]=2)[C:4](=[O:11])[N:3]1[CH2:12][CH:13]=O.Cl.[NH2:16][CH2:17][CH2:18][SH:19].C([O-])(=O)C.[K+].C([O-])(O)=O.[Na+]. (3) The reactants are: OC[CH2:3][C:4]1([O:13][C:14]2[CH:19]=[CH:18][C:17]([O:20][C:21]3[CH:26]=[CH:25][C:24]([C:27]4[O:31][N:30]=[C:29]([C:32]5[CH:37]=[CH:36][CH:35]=[CH:34][C:33]=5[F:38])[N:28]=4)=[CH:23][CH:22]=3)=[CH:16][CH:15]=2)[C:9](=[O:10])[NH:8][C:7](=[O:11])[NH:6][C:5]1=[O:12].I([O-])(=O)(=O)=O.[Na+].O.C(#N)C.[C:49]([O:52]CC)(=[O:51])[CH3:50]. Given the product [C:49]([CH2:50][CH2:3][C:4]1([O:13][C:14]2[CH:19]=[CH:18][C:17]([O:20][C:21]3[CH:26]=[CH:25][C:24]([C:27]4[O:31][N:30]=[C:29]([C:32]5[CH:37]=[CH:36][CH:35]=[CH:34][C:33]=5[F:38])[N:28]=4)=[CH:23][CH:22]=3)=[CH:16][CH:15]=2)[C:5](=[O:12])[NH:6][C:7](=[O:11])[NH:8][C:9]1=[O:10])([OH:52])=[O:51], predict the reactants needed to synthesize it.